This data is from Reaction yield outcomes from USPTO patents with 853,638 reactions. The task is: Predict the reaction yield, written as a fraction of the theoretical maximum amount of product (1.0 means a 100% yield; for example, 0.34 means a 34% yield). The reactants are CNC1SC2C=CC(N)=CC=2N=1.C([C:15]1[CH:23]=[CH:22][C:18]([C:19]([OH:21])=[O:20])=[CH:17][CH:16]=1)=O.[Sn](CCCC)(CCCC)(Cl)Cl.C1([SiH3])C=CC=CC=1. The catalyst is COCCOC. The product is [C:19]([OH:21])(=[O:20])[C:18]1[CH:22]=[CH:23][CH:15]=[CH:16][CH:17]=1. The yield is 0.910.